This data is from Full USPTO retrosynthesis dataset with 1.9M reactions from patents (1976-2016). The task is: Predict the reactants needed to synthesize the given product. (1) Given the product [O:30]([C:27]1[CH:26]=[CH:25][C:24]([NH:21][C:22](=[O:23])[NH:11][C@@H:6]([CH2:5][N+:2]([CH3:3])([CH3:4])[CH3:1])[CH2:7][C:8]([O-:10])=[O:9])=[CH:29][CH:28]=1)[C:31]1[CH:32]=[CH:33][CH:34]=[CH:35][CH:36]=1, predict the reactants needed to synthesize it. The reactants are: [CH3:1][N+:2]([CH2:5][C@H:6]([NH2:11])[CH2:7][C:8]([O-:10])=[O:9])([CH3:4])[CH3:3].C(N(C(C)C)CC)(C)C.[N:21]([C:24]1[CH:29]=[CH:28][C:27]([O:30][C:31]2[CH:36]=[CH:35][CH:34]=[CH:33][CH:32]=2)=[CH:26][CH:25]=1)=[C:22]=[O:23]. (2) Given the product [Br:23][C:5]1[C:4]2[C:8](=[CH:9][CH:10]=[C:11]([C:12]#[N:13])[C:3]=2[C:2]([F:14])([F:1])[F:15])[NH:7][CH:6]=1, predict the reactants needed to synthesize it. The reactants are: [F:1][C:2]([F:15])([F:14])[C:3]1[C:11]([C:12]#[N:13])=[CH:10][CH:9]=[C:8]2[C:4]=1[CH:5]=[CH:6][NH:7]2.C1C(=O)N([Br:23])C(=O)C1. (3) Given the product [F:1][C:2]1[CH:3]=[CH:4][C:5]([N:8]2[CH2:13][CH2:12][N:11]([S:24]([C:23]3[C:19]4[CH2:18][CH2:17][CH2:16][C:15](=[O:14])[C:20]=4[S:21][CH:22]=3)(=[O:25])=[O:26])[CH2:10][CH2:9]2)=[CH:6][CH:7]=1, predict the reactants needed to synthesize it. The reactants are: [F:1][C:2]1[CH:7]=[CH:6][C:5]([N:8]2[CH2:13][CH2:12][NH:11][CH2:10][CH2:9]2)=[CH:4][CH:3]=1.[O:14]=[C:15]1[C:20]2[S:21][CH:22]=[C:23]([S:24](Cl)(=[O:26])=[O:25])[C:19]=2[CH2:18][CH2:17][CH2:16]1.